This data is from Full USPTO retrosynthesis dataset with 1.9M reactions from patents (1976-2016). The task is: Predict the reactants needed to synthesize the given product. (1) Given the product [CH2:19]([O-:20])[CH3:5].[CH:1]1([C:4]2[N:8]([C:9]3[CH:18]=[CH:17][CH:16]=[C:15]4[C:10]=3[CH:11]=[CH:12][CH:13]=[N:14]4)[N:7]=[CH:6][C:5]=2[C:19]([NH:21][C:22]([NH2:24])=[NH:23])=[O:20])[CH2:2][CH2:3]1, predict the reactants needed to synthesize it. The reactants are: [CH:1]1([C:4]2[N:8]([C:9]3[CH:18]=[CH:17][CH:16]=[C:15]4[C:10]=3[CH:11]=[CH:12][CH:13]=[N:14]4)[N:7]=[CH:6][C:5]=2[C:19]([NH:21][C:22]([NH2:24])=[NH:23])=[O:20])[CH2:3][CH2:2]1. (2) Given the product [OH:25][CH2:24][CH2:23][C:19]1[N:18]([CH2:17][CH2:16][CH2:15][C:12]2[CH:11]=[CH:10][C:9]([OH:8])=[CH:14][CH:13]=2)[CH:22]=[CH:21][N:20]=1, predict the reactants needed to synthesize it. The reactants are: C([O:8][C:9]1[CH:14]=[CH:13][C:12]([CH2:15][CH2:16][CH2:17][N:18]2[CH:22]=[CH:21][N:20]=[C:19]2[CH2:23][CH2:24][OH:25])=[CH:11][CH:10]=1)C1C=CC=CC=1.